From a dataset of Full USPTO retrosynthesis dataset with 1.9M reactions from patents (1976-2016). Predict the reactants needed to synthesize the given product. Given the product [C:15]([O:19][C:20]([NH:22][C@@:23]1([C:41]([O:43][CH2:44][C:45]2[CH:50]=[CH:49][CH:48]=[CH:47][C:46]=2[F:51])=[O:42])[CH2:28][C@H:27]([OH:29])[C@@H:26]2[C@H:24]1[C@H:25]2[C:30]([O:32][CH2:33][C:34]1[CH:39]=[CH:38][CH:37]=[CH:36][C:35]=1[F:40])=[O:31])=[O:21])([CH3:18])([CH3:16])[CH3:17], predict the reactants needed to synthesize it. The reactants are: CCC(C)[BH-](C(C)CC)C(C)CC.[Li+].[C:15]([O:19][C:20]([NH:22][C@@:23]1([C:41]([O:43][CH2:44][C:45]2[CH:50]=[CH:49][CH:48]=[CH:47][C:46]=2[F:51])=[O:42])[CH2:28][C:27](=[O:29])[C@@H:26]2[C@H:24]1[C@H:25]2[C:30]([O:32][CH2:33][C:34]1[CH:39]=[CH:38][CH:37]=[CH:36][C:35]=1[F:40])=[O:31])=[O:21])([CH3:18])([CH3:17])[CH3:16].C(OC(N[C@@]1(C(OCC2C=CC=CC=2F)=O)C[C@@H](O)[C@@H]2[C@H]1[C@H]2C(OCC1C=CC=CC=1F)=O)=O)(C)(C)C.